From a dataset of Peptide-MHC class I binding affinity with 185,985 pairs from IEDB/IMGT. Regression. Given a peptide amino acid sequence and an MHC pseudo amino acid sequence, predict their binding affinity value. This is MHC class I binding data. (1) The peptide sequence is GLIVLPFYK. The MHC is HLA-B18:01 with pseudo-sequence HLA-B18:01. The binding affinity (normalized) is 0.0847. (2) The peptide sequence is VAGGLLTVCY. The MHC is HLA-A01:01 with pseudo-sequence HLA-A01:01. The binding affinity (normalized) is 0.0277. (3) The peptide sequence is HYWDAIRF. The MHC is Mamu-B52 with pseudo-sequence Mamu-B52. The binding affinity (normalized) is 0.415. (4) The peptide sequence is FLHYCNSYA. The MHC is HLA-A02:01 with pseudo-sequence HLA-A02:01. The binding affinity (normalized) is 0.882.